This data is from Full USPTO retrosynthesis dataset with 1.9M reactions from patents (1976-2016). The task is: Predict the reactants needed to synthesize the given product. (1) The reactants are: Br[C:2]1[CH:7]=[CH:6][C:5]([C:8]2[O:9][C:10]([CH3:31])=[C:11]([CH2:13][CH2:14][O:15][C:16]3[CH:17]=[C:18]4[C:22](=[CH:23][CH:24]=3)[C@H:21]([CH2:25][C:26]([O:28][CH2:29][CH3:30])=[O:27])[CH2:20][CH2:19]4)[N:12]=2)=[CH:4][CH:3]=1.[C:32]([C:35]1[S:39][C:38](B(O)O)=[CH:37][CH:36]=1)(=[O:34])[CH3:33].C(=O)([O-])[O-].[Na+].[Na+].[C:49]1(C)[CH:54]=[CH:53][CH:52]=[CH:51][CH:50]=1. Given the product [C:32]([C:35]1[S:39][C:38]([C:49]2[CH:54]=[CH:53][C:52]([C:2]3[CH:3]=[CH:4][C:5]([C:8]4[O:9][C:10]([CH3:31])=[C:11]([CH2:13][CH2:14][O:15][C:16]5[CH:17]=[C:18]6[C:22](=[CH:23][CH:24]=5)[C@H:21]([CH2:25][C:26]([O:28][CH2:29][CH3:30])=[O:27])[CH2:20][CH2:19]6)[N:12]=4)=[CH:6][CH:7]=3)=[CH:51][CH:50]=2)=[CH:37][CH:36]=1)(=[O:34])[CH3:33], predict the reactants needed to synthesize it. (2) The reactants are: [NH2:1][C@@H:2]1[CH2:6][CH2:5][N:4]([C:7]([O:9][C:10]([CH3:13])([CH3:12])[CH3:11])=[O:8])[CH2:3]1.C(N(CC)CC)C.[Br:21][C:22]1[CH:23]=[C:24]([S:28](Cl)(=[O:30])=[O:29])[CH:25]=[CH:26][CH:27]=1. Given the product [Br:21][C:22]1[CH:23]=[C:24]([S:28]([NH:1][C@@H:2]2[CH2:6][CH2:5][N:4]([C:7]([O:9][C:10]([CH3:13])([CH3:12])[CH3:11])=[O:8])[CH2:3]2)(=[O:30])=[O:29])[CH:25]=[CH:26][CH:27]=1, predict the reactants needed to synthesize it. (3) Given the product [ClH:1].[CH3:25][N:15]1[C:14]2[C:18](=[CH:19][C:20]3[CH:21]4[CH2:23][CH2:24][CH:11]([C:12]=3[CH:13]=2)[CH2:10][NH:9][CH2:22]4)[N:17]=[CH:16]1, predict the reactants needed to synthesize it. The reactants are: [ClH:1].C(OC([N:9]1[CH2:22][CH:21]2[CH2:23][CH2:24][CH:11]([C:12]3[CH:13]=[C:14]4[C:18](=[CH:19][C:20]=32)[N:17]=[CH:16][N:15]4[CH3:25])[CH2:10]1)=O)(C)(C)C. (4) The reactants are: [NH2:1][CH2:2][C@H:3]1[N:8]([C:9]([C:11]2[N:12]=[C:13]([CH3:23])[S:14][C:15]=2[C:16]2[CH:17]=[C:18]([CH3:22])[CH:19]=[CH:20][CH:21]=2)=[O:10])[CH2:7][C@H:6]2[C@@H:4]1[CH2:5]2.[NH:24]1[C:32]2[C:27](=[CH:28][CH:29]=[CH:30][CH:31]=2)[C:26]([C:33](O)=[O:34])=[N:25]1. Given the product [CH3:23][C:13]1[S:14][C:15]([C:16]2[CH:17]=[C:18]([CH3:22])[CH:19]=[CH:20][CH:21]=2)=[C:11]([C:9]([N:8]2[CH2:7][C@H:6]3[C@H:4]([CH2:5]3)[C@H:3]2[CH2:2][NH:1][C:33]([C:26]2[C:27]3[C:32](=[CH:31][CH:30]=[CH:29][CH:28]=3)[NH:24][N:25]=2)=[O:34])=[O:10])[N:12]=1, predict the reactants needed to synthesize it. (5) Given the product [F:33][C:24]([F:23])([F:32])[C:25]1[O:29][N:28]=[C:27]([CH2:30][NH:31][C:20]([C:10]2[N:11]=[N:12][C:13]([O:14][CH2:15][C:16]([F:19])([F:17])[F:18])=[C:8]([C:5]3[CH:4]=[CH:3][C:2]([Cl:1])=[CH:7][CH:6]=3)[CH:9]=2)=[O:22])[CH:26]=1, predict the reactants needed to synthesize it. The reactants are: [Cl:1][C:2]1[CH:7]=[CH:6][C:5]([C:8]2[CH:9]=[C:10]([C:20]([OH:22])=O)[N:11]=[N:12][C:13]=2[O:14][CH2:15][C:16]([F:19])([F:18])[F:17])=[CH:4][CH:3]=1.[F:23][C:24]([F:33])([F:32])[C:25]1[O:29][N:28]=[C:27]([CH2:30][NH2:31])[CH:26]=1. (6) Given the product [CH3:3][C:2]([C@H:4]1[C@@H:8]2[C@@H:9]3[C@@:22]([CH3:25])([CH2:23][CH2:24][C@@:7]2([C:31]([O:33][CH2:40][C:41]2[CH:46]=[CH:45][CH:44]=[CH:43][CH:42]=2)=[O:32])[CH2:6][CH2:5]1)[C@@:21]1([CH3:26])[C@@H:12]([C@:13]2([CH3:30])[C@@H:18]([CH2:19][CH2:20]1)[C:17]([CH3:27])([CH3:28])[C@@H:16]([OH:29])[CH2:15][CH2:14]2)[CH2:11][CH2:10]3)=[CH2:1], predict the reactants needed to synthesize it. The reactants are: [CH3:1][C:2]([C@H:4]1[C@@H:8]2[C@@H:9]3[C@@:22]([CH3:25])([CH2:23][CH2:24][C@@:7]2([C:31]([OH:33])=[O:32])[CH2:6][CH2:5]1)[C@@:21]1([CH3:26])[C@@H:12]([C@:13]2([CH3:30])[C@@H:18]([CH2:19][CH2:20]1)[C:17]([CH3:28])([CH3:27])[C@@H:16]([OH:29])[CH2:15][CH2:14]2)[CH2:11][CH2:10]3)=[CH2:3].C(=O)([O-])[O-].[K+].[K+].[CH2:40](Br)[C:41]1[CH:46]=[CH:45][CH:44]=[CH:43][CH:42]=1.C1(C)C=CC=CC=1.C(OCC)C.